From a dataset of Reaction yield outcomes from USPTO patents with 853,638 reactions. Predict the reaction yield, written as a fraction of the theoretical maximum amount of product (1.0 means a 100% yield; for example, 0.34 means a 34% yield). (1) The reactants are Cl[C:2]1[C:11]2[C:6](=[CH:7][CH:8]=[C:9]([Cl:12])[N:10]=2)[N:5]=[CH:4][C:3]=1[C:13]([O:15][CH2:16][CH3:17])=[O:14].[NH2:18][CH:19]1[CH2:24][CH2:23][N:22]([C:25]([O:27][C:28]([CH3:31])([CH3:30])[CH3:29])=[O:26])[CH2:21][CH2:20]1.C(=O)([O-])[O-].[K+].[K+]. The catalyst is C(Cl)Cl.C(O)(C)(C)C. The product is [C:28]([O:27][C:25]([N:22]1[CH2:23][CH2:24][CH:19]([NH:18][C:2]2[C:11]3[C:6](=[CH:7][CH:8]=[C:9]([Cl:12])[N:10]=3)[N:5]=[CH:4][C:3]=2[C:13]([O:15][CH2:16][CH3:17])=[O:14])[CH2:20][CH2:21]1)=[O:26])([CH3:31])([CH3:29])[CH3:30]. The yield is 0.909. (2) The reactants are I[C:2]1[CH:7]=[CH:6][C:5]([I:8])=[CH:4][CH:3]=1.[Li]CCCC.[O:14]1[C:18]2([CH2:23][CH2:22][C:21](=[O:24])[CH2:20][CH2:19]2)[O:17][CH2:16][CH2:15]1.C[Si](Cl)(C)C. The catalyst is C1COCC1. The product is [I:8][C:5]1[CH:6]=[CH:7][C:2]([C:21]2([OH:24])[CH2:22][CH2:23][C:18]3([O:17][CH2:16][CH2:15][O:14]3)[CH2:19][CH2:20]2)=[CH:3][CH:4]=1. The yield is 0.666.